From a dataset of CYP3A4 inhibition data for predicting drug metabolism from PubChem BioAssay. Regression/Classification. Given a drug SMILES string, predict its absorption, distribution, metabolism, or excretion properties. Task type varies by dataset: regression for continuous measurements (e.g., permeability, clearance, half-life) or binary classification for categorical outcomes (e.g., BBB penetration, CYP inhibition). Dataset: cyp3a4_veith. (1) The molecule is O=C(c1ccco1)N1CCC[C@@]2(CCN(c3cccc(-c4ccccc4)c3)C2)C1. The result is 1 (inhibitor). (2) The compound is COc1ccc2[nH]c(=O)c(CN(CCc3ccccc3)C(C)=O)cc2c1. The result is 1 (inhibitor). (3) The compound is Cc1cc(C(=O)OCC(=O)NCCCN2CCCC2=O)c2ccccc2n1. The result is 0 (non-inhibitor). (4) The molecule is CCNc1ncc2nc(CCc3ccccc3)c(=O)n(C[C@H]3CCCO3)c2n1. The result is 1 (inhibitor).